From a dataset of Choline transporter screen with 302,306 compounds. Binary Classification. Given a drug SMILES string, predict its activity (active/inactive) in a high-throughput screening assay against a specified biological target. (1) The molecule is O=C(C(CC)CC)c1cc([nH]c1)C(O)=O. The result is 0 (inactive). (2) The molecule is s1c(C(=O)N\N=C(/c2cc(N)ccc2)C)ccc1. The result is 0 (inactive). (3) The drug is s1c2c(CCCC2)c(c1)C(=O)Nc1ccc(OC)cc1. The result is 0 (inactive). (4) The drug is S(=O)(=O)(N1CC(OC(C1)C)C)c1ccc(cc1)C(=O)/N=c1\sc(c(n1C)C)C(OCC)=O. The result is 0 (inactive). (5) The drug is O(c1c(Nc2nc(nc(n2)N)CN2CCC(CC2)Cc2ccccc2)cccc1)C. The result is 0 (inactive). (6) The molecule is O=C1C(C(CC1)\C=C\C(O)CCCCC)CCCCCCC(=O)N1C(CCCC1)CO. The result is 1 (active). (7) The molecule is Clc1c(c2n3c(c(n2)C=O)cccc3)cccc1. The result is 0 (inactive). (8) The molecule is O1c2c(OC1)ccc(c2)C(=O)NCc1onc(n1)c1ccccc1. The result is 0 (inactive). (9) The drug is OC1(CCCCCCCCCCC1)c1c(onc1C)C. The result is 0 (inactive).